This data is from Full USPTO retrosynthesis dataset with 1.9M reactions from patents (1976-2016). The task is: Predict the reactants needed to synthesize the given product. (1) Given the product [Cl:2][C:3]1[CH:4]=[C:5]2[C:9](=[CH:10][CH:11]=1)[NH:8][CH:7]=[C:6]2[CH2:12][CH2:13][NH:14][C:21]([C:19]1[N:20]=[C:16]([CH3:15])[O:17][C:18]=1[CH3:24])=[O:22], predict the reactants needed to synthesize it. The reactants are: Cl.[Cl:2][C:3]1[CH:4]=[C:5]2[C:9](=[CH:10][CH:11]=1)[NH:8][CH:7]=[C:6]2[CH2:12][CH2:13][NH2:14].[CH3:15][C:16]1[O:17][C:18]([CH3:24])=[C:19]([C:21](Cl)=[O:22])[N:20]=1.C(N(CC)CC)C.C(OCC)(=O)C. (2) Given the product [NH2:1][C:2]1[N:3]=[C:4]([C:17]2[CH:18]=[C:19]([O:23][CH2:24][C@@H:25]([NH:33][C:34](=[O:40])[O:35][C:36]([CH3:39])([CH3:38])[CH3:37])[CH2:26][C:27]3[CH:32]=[CH:31][CH:30]=[CH:29][CH:28]=3)[CH:20]=[N:21][CH:22]=2)[CH:5]=[C:6]2[C:11]=1[CH:10]=[N:9][C:8]1[CH:12]=[C:13]([C:44]#[C:43][CH2:42][CH2:41][N:45]3[CH:49]=[CH:48][N:47]=[CH:46]3)[CH:14]=[CH:15][C:7]2=1, predict the reactants needed to synthesize it. The reactants are: [NH2:1][C:2]1[N:3]=[C:4]([C:17]2[CH:18]=[C:19]([O:23][CH2:24][C@@H:25]([NH:33][C:34](=[O:40])[O:35][C:36]([CH3:39])([CH3:38])[CH3:37])[CH2:26][C:27]3[CH:32]=[CH:31][CH:30]=[CH:29][CH:28]=3)[CH:20]=[N:21][CH:22]=2)[CH:5]=[C:6]2[C:11]=1[CH:10]=[N:9][C:8]1[CH:12]=[C:13](Br)[CH:14]=[CH:15][C:7]2=1.[CH2:41]([N:45]1[CH:49]=[CH:48][N:47]=[CH:46]1)[CH2:42][C:43]#[CH:44].C1C=CC(P(C2C=CC=CC=2)C2C=CC=CC=2)=CC=1.CCN(CC)CC. (3) Given the product [Br:36][CH2:21][CH2:22][CH2:23][C:24]1[CH:34]=[CH:33][C:27]([C:28]([O:30][CH2:31][CH3:32])=[O:29])=[CH:26][CH:25]=1, predict the reactants needed to synthesize it. The reactants are: C1(P(C2C=CC=CC=2)C2C=CC=CC=2)C=CC=CC=1.O[CH2:21][CH2:22][CH2:23][C:24]1[CH:34]=[CH:33][C:27]([C:28]([O:30][CH2:31][CH3:32])=[O:29])=[CH:26][CH:25]=1.C(Br)(Br)(Br)[Br:36].O.